Regression. Given two drug SMILES strings and cell line genomic features, predict the synergy score measuring deviation from expected non-interaction effect. From a dataset of NCI-60 drug combinations with 297,098 pairs across 59 cell lines. (1) Drug 2: C1=NC2=C(N1)C(=S)N=C(N2)N. Synergy scores: CSS=24.0, Synergy_ZIP=-5.62, Synergy_Bliss=2.56, Synergy_Loewe=0.906, Synergy_HSA=5.29. Drug 1: C1CCC(CC1)NC(=O)N(CCCl)N=O. Cell line: BT-549. (2) Drug 1: C1=C(C(=O)NC(=O)N1)N(CCCl)CCCl. Drug 2: C1C(C(OC1N2C=C(C(=O)NC2=O)F)CO)O. Cell line: SF-295. Synergy scores: CSS=57.6, Synergy_ZIP=0.277, Synergy_Bliss=-0.362, Synergy_Loewe=2.82, Synergy_HSA=5.32. (3) Drug 1: CS(=O)(=O)C1=CC(=C(C=C1)C(=O)NC2=CC(=C(C=C2)Cl)C3=CC=CC=N3)Cl. Drug 2: COC1=CC(=CC(=C1O)OC)C2C3C(COC3=O)C(C4=CC5=C(C=C24)OCO5)OC6C(C(C7C(O6)COC(O7)C8=CC=CS8)O)O. Cell line: HCT116. Synergy scores: CSS=44.0, Synergy_ZIP=-3.38, Synergy_Bliss=-5.24, Synergy_Loewe=-43.6, Synergy_HSA=-5.42.